This data is from Forward reaction prediction with 1.9M reactions from USPTO patents (1976-2016). The task is: Predict the product of the given reaction. (1) Given the reactants [CH3:1][O:2][C:3](=[O:25])[CH2:4][C:5]1[CH:10]=[C:9]([Br:11])[C:8]([O:12][C:13]2[CH:18]=[CH:17][C:16]([O:19][CH3:20])=[C:15]([CH:21]([CH3:23])[CH3:22])[CH:14]=2)=[C:7]([Br:24])[CH:6]=1.[CH3:26][C:27]1[CH:28]=[C:29]([CH:33]=[CH:34][CH:35]=1)[C:30](Cl)=[O:31], predict the reaction product. The product is: [CH3:1][O:2][C:3](=[O:25])[CH2:4][C:5]1[CH:10]=[C:9]([Br:11])[C:8]([O:12][C:13]2[CH:14]=[C:15]([CH:21]([CH3:23])[CH3:22])[C:16]([O:19][CH3:20])=[CH:17][C:18]=2[C:30](=[O:31])[C:29]2[CH:33]=[CH:34][CH:35]=[C:27]([CH3:26])[CH:28]=2)=[C:7]([Br:24])[CH:6]=1. (2) Given the reactants [S:1]1[C:6]2[CH:7]=[CH:8][CH:9]=[CH:10][C:5]=2[NH:4][C:3](=[O:11])[CH2:2]1.C([O-])([O-])=O.[Cs+].[Cs+].[Cl:18][CH2:19][CH2:20][CH2:21]I.CCCCCCC, predict the reaction product. The product is: [Cl:18][CH2:19][CH2:20][CH2:21][N:4]1[C:5]2[CH:10]=[CH:9][CH:8]=[CH:7][C:6]=2[S:1][CH2:2][C:3]1=[O:11].